Dataset: Full USPTO retrosynthesis dataset with 1.9M reactions from patents (1976-2016). Task: Predict the reactants needed to synthesize the given product. (1) Given the product [ClH:16].[S:3]1[C:7]2[CH:8]=[CH:9][CH:10]=[CH:11][C:6]=2[NH:5][C:4]1=[C:12]([C:17]1[N:22]=[C:21]([C:23]([F:24])([F:26])[F:25])[C:20]([C:27]([N:29]2[CH2:30][CH2:31][N:32]([CH3:35])[CH2:33][CH2:34]2)=[O:28])=[CH:19][N:18]=1)[C:13]([NH2:15])=[O:14], predict the reactants needed to synthesize it. The reactants are: [H-].[Na+].[S:3]1[C:7]2[CH:8]=[CH:9][CH:10]=[CH:11][C:6]=2[N:5]=[C:4]1[CH2:12][C:13]([NH2:15])=[O:14].[Cl:16][C:17]1[N:22]=[C:21]([C:23]([F:26])([F:25])[F:24])[C:20]([C:27]([N:29]2[CH2:34][CH2:33][N:32]([CH3:35])[CH2:31][CH2:30]2)=[O:28])=[CH:19][N:18]=1. (2) Given the product [Br:9][C:5]1[N:6]=[C:7]([Br:8])[C:2]2[N:3]([CH:10]=[CH:11][N:1]=2)[CH:4]=1, predict the reactants needed to synthesize it. The reactants are: [NH2:1][C:2]1[C:7]([Br:8])=[N:6][C:5]([Br:9])=[CH:4][N:3]=1.[CH2:10]1COC[CH2:11]1.C(OC(OCC)CBr)C. (3) The reactants are: [CH2:1]([O:3][C:4]1[CH:5]=[CH:6][C:7]([N+:12]([O-])=O)=[C:8]([CH2:10][OH:11])[CH:9]=1)[CH3:2].O.NN. Given the product [NH2:12][C:7]1[CH:6]=[CH:5][C:4]([O:3][CH2:1][CH3:2])=[CH:9][C:8]=1[CH2:10][OH:11], predict the reactants needed to synthesize it. (4) Given the product [CH2:16]([N:10]1[C:11]2[C:7](=[CH:6][CH:5]=[C:4]([N+:1]([O-:3])=[O:2])[CH:12]=2)[CH:8]=[CH:9]1)[CH3:17], predict the reactants needed to synthesize it. The reactants are: [N+:1]([C:4]1[CH:12]=[C:11]2[C:7]([CH:8]=[CH:9][NH:10]2)=[CH:6][CH:5]=1)([O-:3])=[O:2].[H-].[Na+].I[CH2:16][CH3:17].O. (5) Given the product [Cl:1][C:2]1[S:6][C:5]([C:7]([N:9]([C:41](=[O:42])[CH2:40][CH2:39][CH2:38][Cl:37])[CH2:10][C@@H:11]2[O:15][C:14](=[O:16])[N:13]([C:17]3[CH:18]=[CH:19][C:20]([N:23]4[CH2:28][CH2:27][O:26][CH2:25][C:24]4=[O:29])=[CH:21][CH:22]=3)[CH2:12]2)=[O:8])=[CH:4][CH:3]=1, predict the reactants needed to synthesize it. The reactants are: [Cl:1][C:2]1[S:6][C:5]([C:7]([NH:9][CH2:10][C@@H:11]2[O:15][C:14](=[O:16])[N:13]([C:17]3[CH:22]=[CH:21][C:20]([N:23]4[CH2:28][CH2:27][O:26][CH2:25][C:24]4=[O:29])=[CH:19][CH:18]=3)[CH2:12]2)=[O:8])=[CH:4][CH:3]=1.CN(C=O)C.[H-].[Na+].[Cl:37][CH2:38][CH2:39][CH2:40][C:41](Cl)=[O:42]. (6) Given the product [CH2:3]([O:33][C@H:32]([CH3:34])[C@@H:31]([C:35]([O:37][CH3:38])=[O:36])[NH:30][C:11]([C:12]1[CH:17]=[CH:16][CH:15]=[CH:14][CH:13]=1)([C:24]1[CH:25]=[CH:26][CH:27]=[CH:28][CH:29]=1)[C:18]1[CH:19]=[CH:20][CH:21]=[CH:22][CH:23]=1)[C:4]1[CH:9]=[CH:8][CH:7]=[CH:6][CH:5]=1, predict the reactants needed to synthesize it. The reactants are: [H-].[Na+].[CH2:3](Br)[C:4]1[CH:9]=[CH:8][CH:7]=[CH:6][CH:5]=1.[C:11]([NH:30][C@H:31]([C:35]([O:37][CH3:38])=[O:36])[C@@H:32]([CH3:34])[OH:33])([C:24]1[CH:29]=[CH:28][CH:27]=[CH:26][CH:25]=1)([C:18]1[CH:23]=[CH:22][CH:21]=[CH:20][CH:19]=1)[C:12]1[CH:17]=[CH:16][CH:15]=[CH:14][CH:13]=1.C([O-])([O-])=O.[Na+].[Na+]. (7) Given the product [C:1]1([C:7]2[N:12]=[C:11]([NH:24][C:27](=[O:36])[O:50][C:46]([CH3:49])([CH3:48])[CH3:47])[CH:10]=[C:9]([C:16]3[CH:17]=[CH:18][CH:19]=[CH:20][CH:21]=3)[N:8]=2)[CH:2]=[CH:3][CH:4]=[CH:5][CH:6]=1, predict the reactants needed to synthesize it. The reactants are: [C:1]1([C:7]2[N:12]=[C:11](C(O)=O)[CH:10]=[C:9]([C:16]3[CH:21]=[CH:20][CH:19]=[CH:18][CH:17]=3)[N:8]=2)[CH:6]=[CH:5][CH:4]=[CH:3][CH:2]=1.C([N:24]([CH2:27]C)CC)C.C1C=CC(P(N=[N+]=[N-])(C2C=CC=CC=2)=[O:36])=CC=1.[C:46]([OH:50])([CH3:49])([CH3:48])[CH3:47]. (8) Given the product [CH3:18][C:8]1[CH:13]=[CH:12][C:11]([S:14]([O:5][CH2:4][CH2:3][C:2]([OH:7])([CH3:6])[CH3:1])(=[O:16])=[O:15])=[CH:10][CH:9]=1, predict the reactants needed to synthesize it. The reactants are: [CH3:1][C:2]([OH:7])([CH3:6])[CH2:3][CH2:4][OH:5].[C:8]1([CH3:18])[CH:13]=[CH:12][C:11]([S:14](Cl)(=[O:16])=[O:15])=[CH:10][CH:9]=1. (9) Given the product [F:20][C:21]([F:34])([F:33])[S:22]([O:1][C:2]1[CH:11]=[C:10]2[C:5]([CH:6]=[C:7]([CH:12]=[O:13])[CH2:8][O:9]2)=[CH:4][CH:3]=1)(=[O:24])=[O:23], predict the reactants needed to synthesize it. The reactants are: [OH:1][C:2]1[CH:11]=[C:10]2[C:5]([CH:6]=[C:7]([CH:12]=[O:13])[CH2:8][O:9]2)=[CH:4][CH:3]=1.N1C=CC=CC=1.[F:20][C:21]([F:34])([F:33])[S:22](O[S:22]([C:21]([F:34])([F:33])[F:20])(=[O:24])=[O:23])(=[O:24])=[O:23].O.